This data is from Peptide-MHC class II binding affinity with 134,281 pairs from IEDB. The task is: Regression. Given a peptide amino acid sequence and an MHC pseudo amino acid sequence, predict their binding affinity value. This is MHC class II binding data. The MHC is DRB1_0802 with pseudo-sequence DRB1_0802. The binding affinity (normalized) is 0. The peptide sequence is EEYVEIRQVGDFH.